From a dataset of Reaction yield outcomes from USPTO patents with 853,638 reactions. Predict the reaction yield, written as a fraction of the theoretical maximum amount of product (1.0 means a 100% yield; for example, 0.34 means a 34% yield). (1) The reactants are [CH3:1][NH:2][CH2:3][C:4]1[N:5]([CH3:13])[C:6]2[C:11]([CH:12]=1)=[CH:10][CH:9]=[CH:8][CH:7]=2.CNCC1C=CC2C(=CC=CC=2)C=1CCC.[NH2:30][C:31]1[N:36]=[CH:35][C:34](/[CH:37]=[CH:38]/[C:39]([OH:41])=O)=[CH:33][C:32]=1[CH2:42][CH2:43][C:44]([OH:46])=O.Cl.[CH3:48][N:49]1[CH2:55][C:54]2[CH:56]=[C:57](/[CH:60]=[CH:61]/[C:62](O)=O)C=N[C:53]=2[NH:52][C:51](=O)[CH2:50]1. No catalyst specified. The product is [NH2:30][C:31]1[N:36]=[CH:35][C:34](/[CH:37]=[CH:38]/[C:39]([N:2]([CH3:1])[CH2:3][C:4]2[N:5]([CH3:13])[C:6]3[C:11]([CH:12]=2)=[CH:10][CH:9]=[CH:8][CH:7]=3)=[O:41])=[CH:33][C:32]=1[CH2:42][CH2:43][C:44](=[O:46])[N:52]([CH3:53])[CH2:51][C:50]1[N:49]([CH3:48])[C:55]2[C:61]([CH:62]=1)=[CH:60][CH:57]=[CH:56][CH:54]=2. The yield is 0.280. (2) The reactants are [Cr](O[Cr]([O-])(=O)=O)([O-])(=O)=O.[NH+]1C=CC=CC=1.[NH+]1C=CC=CC=1.[CH3:22][O:23][C:24]1[C:29]([O:30][CH3:31])=[CH:28][C:27]([CH:32]([C:34]2[CH:39]=[C:38]([O:40][CH3:41])[C:37]([O:42][CH3:43])=[C:36]([O:44][CH3:45])[CH:35]=2)[OH:33])=[C:26]([N+:46]([O-:48])=[O:47])[CH:25]=1.C(Cl)Cl. The catalyst is CCOCC. The product is [CH3:22][O:23][C:24]1[C:29]([O:30][CH3:31])=[CH:28][C:27]([C:32]([C:34]2[CH:35]=[C:36]([O:44][CH3:45])[C:37]([O:42][CH3:43])=[C:38]([O:40][CH3:41])[CH:39]=2)=[O:33])=[C:26]([N+:46]([O-:48])=[O:47])[CH:25]=1. The yield is 0.410.